This data is from Reaction yield outcomes from USPTO patents with 853,638 reactions. The task is: Predict the reaction yield, written as a fraction of the theoretical maximum amount of product (1.0 means a 100% yield; for example, 0.34 means a 34% yield). The reactants are Cl.[N+:2]([C:5]1[CH:6]=[CH:7][C:8]([NH:11][C@@H:12]2[CH2:16][CH2:15][NH:14][CH2:13]2)=[N:9][CH:10]=1)([O-:4])=[O:3].C(N(CC)CC)C.[F:24][C:25]1[CH:30]=[CH:29][CH:28]=[CH:27][C:26]=1[N:31]=[C:32]=[O:33]. The catalyst is C1COCC1. The product is [N+:2]([C:5]1[CH:6]=[CH:7][C:8]([NH:11][C@@H:12]2[CH2:16][CH2:15][N:14]([C:32]([NH:31][C:26]3[CH:27]=[CH:28][CH:29]=[CH:30][C:25]=3[F:24])=[O:33])[CH2:13]2)=[N:9][CH:10]=1)([O-:4])=[O:3]. The yield is 0.640.